This data is from Full USPTO retrosynthesis dataset with 1.9M reactions from patents (1976-2016). The task is: Predict the reactants needed to synthesize the given product. (1) Given the product [CH2:1]([N:8]([CH:9]1[CH2:14][CH2:13][CH2:12][CH:11]([CH2:15][O:16][CH2:17][C:18]2[N:19]=[C:20]([C:24]3[CH:25]=[C:26]([CH3:30])[CH:27]=[CH:28][CH:29]=3)[O:21][C:22]=2[CH3:23])[CH2:10]1)[C:38]([CH:31]1[CH2:34][CH2:33][CH:32]1[C:35]([OH:37])=[O:36])=[O:39])[C:2]1[CH:7]=[CH:6][CH:5]=[CH:4][CH:3]=1, predict the reactants needed to synthesize it. The reactants are: [CH2:1]([NH:8][CH:9]1[CH2:14][CH2:13][CH2:12][CH:11]([CH2:15][O:16][CH2:17][C:18]2[N:19]=[C:20]([C:24]3[CH:25]=[C:26]([CH3:30])[CH:27]=[CH:28][CH:29]=3)[O:21][C:22]=2[CH3:23])[CH2:10]1)[C:2]1[CH:7]=[CH:6][CH:5]=[CH:4][CH:3]=1.[C@@H:31]12[C:38](=[O:39])[O:37][C:35](=[O:36])[C@@H:32]1[CH2:33][CH2:34]2. (2) Given the product [C:1]([N:4]1[CH:10]2[CH:8]([CH:9]2[CH2:11][OH:12])[N:7]([CH2:16][C:17]2[CH:18]=[CH:19][C:20]([F:23])=[CH:21][CH:22]=2)[C:6](=[O:24])[CH2:5]1)(=[O:3])[CH3:2], predict the reactants needed to synthesize it. The reactants are: [C:1]([N:4]1[CH:10]2[CH:8]([CH:9]2[C:11](OCC)=[O:12])[N:7]([CH2:16][C:17]2[CH:22]=[CH:21][C:20]([F:23])=[CH:19][CH:18]=2)[C:6](=[O:24])[CH2:5]1)(=[O:3])[CH3:2].[BH4-].[Na+].CO. (3) Given the product [OH:21][C:22]1[C:24]2[N:25]([CH:26]=[CH:27][CH:28]=2)[N:29]([CH2:30][CH2:31][CH:32]([CH3:34])[CH3:33])[C:13](=[O:14])[C:12]=1[C:7]1[NH:6][C:5]2[CH:16]=[CH:17][C:2]([I:1])=[CH:3][C:4]=2[S:9](=[O:11])(=[O:10])[N:8]=1, predict the reactants needed to synthesize it. The reactants are: [I:1][C:2]1[CH:17]=[CH:16][C:5]2[NH:6][C:7]([CH2:12][C:13](O)=[O:14])=[N:8][S:9](=[O:11])(=[O:10])[C:4]=2[CH:3]=1.C([O:21][C:22]([C:24]1[N:25]([NH:29][CH2:30][CH2:31][CH:32]([CH3:34])[CH3:33])[CH:26]=[CH:27][CH:28]=1)=O)C=C.ClCCl.[O-]CC.[Na+].Cl. (4) Given the product [Cl:1][C:2]1[CH:7]=[CH:6][C:5]([NH2:8])=[C:4]([C@@:22]([OH:32])([C:27]#[C:28][CH:29]2[CH2:31][CH2:30]2)[C:23]([F:25])([F:26])[F:24])[CH:3]=1, predict the reactants needed to synthesize it. The reactants are: [Cl:1][C:2]1[CH:7]=[CH:6][C:5]([NH:8]C([C@@]23C(C)(C)[C@@](C)(CC2)C(=O)O3)=O)=[C:4]([C@@:22]([OH:32])([C:27]#[C:28][CH:29]2[CH2:31][CH2:30]2)[C:23]([F:26])([F:25])[F:24])[CH:3]=1.[OH-].[Na+]. (5) Given the product [CH3:9][N:10]1[CH2:28][CH2:27][C:13]2[N:14]([C:22]([CH3:25])([CH3:26])[CH:23]([C:1]3[CH:6]=[CH:5][CH:4]=[CH:3][CH:2]=3)[OH:24])[C:15]3[CH:16]=[CH:17][C:18]([CH3:21])=[CH:19][C:20]=3[C:12]=2[CH2:11]1, predict the reactants needed to synthesize it. The reactants are: [C:1]1([Mg]Br)[CH:6]=[CH:5][CH:4]=[CH:3][CH:2]=1.[CH3:9][N:10]1[CH2:28][CH2:27][C:13]2[N:14]([C:22]([CH3:26])([CH3:25])[CH:23]=[O:24])[C:15]3[CH:16]=[CH:17][C:18]([CH3:21])=[CH:19][C:20]=3[C:12]=2[CH2:11]1.